Dataset: Catalyst prediction with 721,799 reactions and 888 catalyst types from USPTO. Task: Predict which catalyst facilitates the given reaction. Reactant: [OH:1][CH:2]([C:5]1[C:6]2[N:7]([N:13]=[C:14]([C:16]([F:19])([F:18])[F:17])[CH:15]=2)[C:8]([O:11][CH3:12])=[CH:9][CH:10]=1)[CH2:3][CH3:4].C(N(CC)CC)C. Product: [CH3:12][O:11][C:8]1[N:7]2[N:13]=[C:14]([C:16]([F:19])([F:17])[F:18])[CH:15]=[C:6]2[C:5]([C:2](=[O:1])[CH2:3][CH3:4])=[CH:10][CH:9]=1. The catalyst class is: 16.